Dataset: Forward reaction prediction with 1.9M reactions from USPTO patents (1976-2016). Task: Predict the product of the given reaction. (1) Given the reactants Cl.[Si:2]([O:19][C@H:20]1[C@H:34]([CH2:35][CH2:36][C@H:37]([CH2:46][O:47][Si](C)(C)C(C)(C)C)[O:38][Si](C)(C)C(C)(C)C)[C@H:23]2[CH2:24][C:25]3[C:30]([CH2:31][C@H:22]2[CH2:21]1)=[C:29]([O:32][CH3:33])[CH:28]=[CH:27][CH:26]=3)([C:15]([CH3:18])([CH3:17])[CH3:16])([C:9]1[CH:14]=[CH:13][CH:12]=[CH:11][CH:10]=1)[C:3]1[CH:8]=[CH:7][CH:6]=[CH:5][CH:4]=1.C(OCC)(=O)C.CCCCCCC, predict the reaction product. The product is: [Si:2]([O:19][C@H:20]1[C@H:34]([CH2:35][CH2:36][C@@H:37]([OH:38])[CH2:46][OH:47])[C@H:23]2[CH2:24][C:25]3[C:30]([CH2:31][C@H:22]2[CH2:21]1)=[C:29]([O:32][CH3:33])[CH:28]=[CH:27][CH:26]=3)([C:15]([CH3:17])([CH3:16])[CH3:18])([C:9]1[CH:10]=[CH:11][CH:12]=[CH:13][CH:14]=1)[C:3]1[CH:4]=[CH:5][CH:6]=[CH:7][CH:8]=1. (2) Given the reactants [Cl:1][C:2]1[CH:21]=[CH:20][CH:19]=[C:18]([CH3:22])[C:3]=1[CH2:4][O:5][C:6]1[CH:7]=[C:8]([CH2:12][C:13]([O:15]CC)=[O:14])[CH:9]=[CH:10][CH:11]=1.[OH-].[Na+].Cl, predict the reaction product. The product is: [Cl:1][C:2]1[CH:21]=[CH:20][CH:19]=[C:18]([CH3:22])[C:3]=1[CH2:4][O:5][C:6]1[CH:7]=[C:8]([CH2:12][C:13]([OH:15])=[O:14])[CH:9]=[CH:10][CH:11]=1. (3) The product is: [F:1][C:2]1[CH:7]=[CH:6][C:5]([CH2:8][CH2:9][CH2:10][CH2:11][CH2:12][CH2:13][CH2:14][C:15]([N:43]2[C@H:42]([CH2:35][C:36]3[CH:41]=[CH:40][CH:39]=[CH:38][CH:37]=3)[CH2:46][O:45][C:44]2=[O:47])=[O:17])=[CH:4][C:3]=1[CH3:18]. Given the reactants [F:1][C:2]1[CH:7]=[CH:6][C:5]([CH2:8][CH2:9][CH2:10][CH2:11][CH2:12][CH2:13][CH2:14][C:15]([OH:17])=O)=[CH:4][C:3]=1[CH3:18].C(N(CC)CC)C.C(Cl)(=O)C(C)(C)C.[Li+].[Cl-].[CH2:35]([C@@H:42]1[CH2:46][O:45][C:44](=[O:47])[NH:43]1)[C:36]1[CH:41]=[CH:40][CH:39]=[CH:38][CH:37]=1, predict the reaction product. (4) The product is: [CH:1]([O:4][C:5]([N:7]1[CH:12]([CH2:13][CH3:14])[CH2:11][CH:10]([N:15]([CH2:23][C:24]2[CH:29]=[C:28]([C:30]([F:32])([F:31])[F:33])[CH:27]=[C:26]([Cl:34])[CH:25]=2)[C:16]2[N:17]=[CH:18][C:19]([O:22][CH2:44][CH2:43][N:37]3[CH2:42][CH2:41][O:40][CH2:39][CH2:38]3)=[CH:20][N:21]=2)[CH2:9][CH:8]1[CH2:35][CH3:36])=[O:6])([CH3:3])[CH3:2]. Given the reactants [CH:1]([O:4][C:5]([N:7]1[CH:12]([CH2:13][CH3:14])[CH2:11][CH:10]([N:15]([CH2:23][C:24]2[CH:29]=[C:28]([C:30]([F:33])([F:32])[F:31])[CH:27]=[C:26]([Cl:34])[CH:25]=2)[C:16]2[N:21]=[CH:20][C:19]([OH:22])=[CH:18][N:17]=2)[CH2:9][CH:8]1[CH2:35][CH3:36])=[O:6])([CH3:3])[CH3:2].[N:37]1([CH2:43][CH2:44]O)[CH2:42][CH2:41][O:40][CH2:39][CH2:38]1.C1(P(C2C=CC=CC=2)C2C=CC=CC=2)C=CC=CC=1.CCOC(/N=N/C(OCC)=O)=O, predict the reaction product. (5) Given the reactants C([Li])CCC.CCCCCC.C(C(C1C=CC(Cl)=CC=1)=[C:20]1[C:32]2[C:24]([CH:25]=[C:26]3[C:31]=2[CH:30]=[C:29]([C:33]([CH3:36])([CH3:35])[CH3:34])[C:28]([C:37]2[CH:42]=[CH:41][CH:40]=[CH:39][CH:38]=2)=[CH:27]3)=[C:23](C2C=CC=C2)[C:22]([C:48]2[CH:53]=[CH:52][CH:51]=[CH:50][CH:49]=2)=[C:21]1[C:54]([CH3:57])([CH3:56])[CH3:55])C1C=CC=CC=1.[CH3:65][C:66]([C:72]1[CH:77]=[CH:76][C:75]([CH3:78])=[CH:74][CH:73]=1)=[C:67]1[CH:71]=[CH:70][CH:69]=[CH:68]1, predict the reaction product. The product is: [CH3:65][C:66]([C:72]1[CH:73]=[CH:74][C:75]([CH3:78])=[CH:76][CH:77]=1)([CH:67]1[CH:68]=[CH:69][CH:70]=[CH:71]1)[C:23]1[C:24]2[CH2:25][C:26]3[C:31](=[CH:30][C:29]([C:33]([CH3:34])([CH3:36])[CH3:35])=[C:28]([C:37]4[CH:38]=[CH:39][CH:40]=[CH:41][CH:42]=4)[CH:27]=3)[C:32]=2[CH:20]=[C:21]([C:54]([CH3:56])([CH3:55])[CH3:57])[C:22]=1[C:48]1[CH:53]=[CH:52][CH:51]=[CH:50][CH:49]=1. (6) Given the reactants Cl[CH2:2][C:3]([N:5]1[CH2:10][CH2:9][CH:8]([N:11]2[C:15](=[O:16])[C:14]([CH3:18])([CH3:17])[C:13]([C:19]3[CH:24]=[CH:23][C:22]([O:25][CH3:26])=[C:21]([O:27][CH3:28])[CH:20]=3)=[N:12]2)[CH2:7][CH2:6]1)=[O:4].[O:29]=[C:30]1[CH2:35][CH2:34][CH2:33][C:32](=[O:36])[NH:31]1, predict the reaction product. The product is: [CH3:28][O:27][C:21]1[CH:20]=[C:19]([C:13]2[C:14]([CH3:17])([CH3:18])[C:15](=[O:16])[N:11]([CH:8]3[CH2:7][CH2:6][N:5]([C:3](=[O:4])[CH2:2][N:31]4[C:32](=[O:36])[CH2:33][CH2:34][CH2:35][C:30]4=[O:29])[CH2:10][CH2:9]3)[N:12]=2)[CH:24]=[CH:23][C:22]=1[O:25][CH3:26]. (7) Given the reactants Cl.Cl.[CH:3]1([CH2:9][NH:10][NH2:11])[CH2:8][CH2:7][CH2:6][CH2:5][CH2:4]1.C([O:14][C:15](=O)[CH2:16][C:17]([CH3:19])=O)C, predict the reaction product. The product is: [CH:3]1([CH2:9][N:10]2[C:15](=[O:14])[CH2:16][C:17]([CH3:19])=[N:11]2)[CH2:8][CH2:7][CH2:6][CH2:5][CH2:4]1.